From a dataset of Full USPTO retrosynthesis dataset with 1.9M reactions from patents (1976-2016). Predict the reactants needed to synthesize the given product. (1) Given the product [Cl:1][C:2]1[CH:3]=[C:4]([NH:5][C:14]([CH3:16])([C:13]([O:12][CH2:10][CH3:11])=[O:18])[CH3:15])[CH:6]=[CH:7][C:8]=1[Cl:9], predict the reactants needed to synthesize it. The reactants are: [Cl:1][C:2]1[CH:3]=[C:4]([CH:6]=[CH:7][C:8]=1[Cl:9])[NH2:5].[CH2:10]([O:12][C:13](=[O:18])[C:14](Br)([CH3:16])[CH3:15])[CH3:11].C(N(C(C)C)CC)(C)C.[Na+].[I-]. (2) Given the product [CH2:28]([O:27][C:24]1[C:23]([NH:30][S:31]([C:34]2[CH:39]=[CH:38][CH:37]=[CH:36][CH:35]=2)(=[O:33])=[O:32])=[CH:22][C:21]([C:9]2[CH:10]=[C:11]3[C:16](=[CH:17][CH:18]=2)[N:15]=[CH:14][CH:13]=[CH:12]3)=[CH:26][N:25]=1)[CH3:29], predict the reactants needed to synthesize it. The reactants are: CC1(C)C(C)(C)OB([C:9]2[CH:10]=[C:11]3[C:16](=[CH:17][CH:18]=2)[N:15]=[CH:14][CH:13]=[CH:12]3)O1.Br[C:21]1[CH:22]=[C:23]([NH:30][S:31]([C:34]2[CH:39]=[CH:38][CH:37]=[CH:36][CH:35]=2)(=[O:33])=[O:32])[C:24]([O:27][CH2:28][CH3:29])=[N:25][CH:26]=1.C(=O)([O-])[O-].[Na+].[Na+].C.